This data is from Peptide-MHC class I binding affinity with 185,985 pairs from IEDB/IMGT. The task is: Regression. Given a peptide amino acid sequence and an MHC pseudo amino acid sequence, predict their binding affinity value. This is MHC class I binding data. The peptide sequence is LYQKVKSQL. The MHC is H-2-Kd with pseudo-sequence H-2-Kd. The binding affinity (normalized) is 0.906.